The task is: Predict the reactants needed to synthesize the given product.. This data is from Full USPTO retrosynthesis dataset with 1.9M reactions from patents (1976-2016). Given the product [F:16][C:17]([F:22])([F:21])[C@@H:18]([O:19][CH2:24][C:25]([O:27][C:28]([CH3:31])([CH3:30])[CH3:29])=[O:26])[CH:20]=[CH2:6], predict the reactants needed to synthesize it. The reactants are: [I-].C[S+](C)C.[CH3:6][Si](C)(C)[N-][Si](C)(C)C.[Li+].[F:16][C:17]([F:22])([F:21])[C@@H:18]1[CH2:20][O:19]1.Br[CH2:24][C:25]([O:27][C:28]([CH3:31])([CH3:30])[CH3:29])=[O:26].